The task is: Predict the product of the given reaction.. This data is from Forward reaction prediction with 1.9M reactions from USPTO patents (1976-2016). (1) Given the reactants Br[CH2:2][C:3]([CH:5]1[CH2:7][CH:6]1[C:8]1[N:18]=[C:11]2[C:12]([CH3:17])=[N:13][CH:14]=[C:15]([CH3:16])[N:10]2[N:9]=1)=O.[CH3:19][O:20][C:21]1[CH:26]=[CH:25][N:24]=[C:23]([NH2:27])[C:22]=1[CH3:28].C(=O)(O)[O-].[Na+], predict the reaction product. The product is: [CH3:19][O:20][C:21]1[CH:26]=[CH:25][N:24]2[CH:2]=[C:3]([CH:5]3[CH2:7][CH:6]3[C:8]3[N:18]=[C:11]4[C:12]([CH3:17])=[N:13][CH:14]=[C:15]([CH3:16])[N:10]4[N:9]=3)[N:27]=[C:23]2[C:22]=1[CH3:28]. (2) Given the reactants [CH2:1]([C@@H:3]1[CH2:8][CH2:7][C@H:6]([O:9][C:10]2[C:11]([C:22]([F:25])([F:24])[F:23])=[C:12]3[C:17](=[CH:18][CH:19]=2)[CH:16]=[C:15]([CH:20]=[O:21])[CH:14]=[CH:13]3)[CH2:5][CH2:4]1)[CH3:2].O1CCC[CH2:27]1.CC(C)=O.C(=O)=O.C[Mg]Br, predict the reaction product. The product is: [CH2:1]([C@@H:3]1[CH2:4][CH2:5][C@H:6]([O:9][C:10]2[C:11]([C:22]([F:23])([F:24])[F:25])=[C:12]3[C:17](=[CH:18][CH:19]=2)[CH:16]=[C:15]([CH:20]([OH:21])[CH3:27])[CH:14]=[CH:13]3)[CH2:7][CH2:8]1)[CH3:2]. (3) Given the reactants [F:1][C:2]1[CH:3]=[C:4]2[C:8](=[CH:9][C:10]=1[C:11]1[CH:12]=[N:13][N:14]([CH3:16])[CH:15]=1)[NH:7][CH2:6][CH2:5]2.Br[C:18]1[C:22]2[CH2:23][N:24]([C:27](=[O:29])[CH3:28])[CH2:25][CH2:26][C:21]=2[N:20]([CH:30]2[CH2:34][CH2:33][O:32][CH2:31]2)[N:19]=1.C(O[Na])(C)(C)C.COC(C)(C)C.C1(P(C2CCCCC2)C2C=CC=CC=2C2C(OC(C)C)=CC=CC=2OC(C)C)CCCCC1, predict the reaction product. The product is: [F:1][C:2]1[CH:3]=[C:4]2[C:8](=[CH:9][C:10]=1[C:11]1[CH:12]=[N:13][N:14]([CH3:16])[CH:15]=1)[N:7]([C:18]1[C:22]3[CH2:23][N:24]([C:27](=[O:29])[CH3:28])[CH2:25][CH2:26][C:21]=3[N:20]([CH:30]3[CH2:34][CH2:33][O:32][CH2:31]3)[N:19]=1)[CH2:6][CH2:5]2.